Dataset: hERG Central: cardiac toxicity at 1µM, 10µM, and general inhibition. Task: Predict hERG channel inhibition at various concentrations. (1) The compound is COc1cccc(CN(C)CC2CCCN(CCc3ccccc3C)C2)c1. Results: hERG_inhib (hERG inhibition (general)): blocker. (2) The compound is CCCN(CC1CC1)C(=O)COC(=O)c1oc2c(F)cccc2c1C. Results: hERG_inhib (hERG inhibition (general)): blocker. (3) The drug is C#CC[N+](C)(C)CCCCCCCCC.[Br-]. Results: hERG_inhib (hERG inhibition (general)): blocker. (4) The molecule is CNC(C)Cc1ccccc1Sc1ccc(O)cc1.Cl. Results: hERG_inhib (hERG inhibition (general)): blocker. (5) The molecule is Cl.Fc1cccc(Nc2c3c(nc4ccccc24)CCC3)c1. Results: hERG_inhib (hERG inhibition (general)): blocker. (6) The drug is Cc1ccc(C(NC(=O)c2cccc(S(=O)(=O)N3CCN(C)CC3)c2)c2ccccc2)cc1. Results: hERG_inhib (hERG inhibition (general)): blocker.